From a dataset of Peptide-MHC class II binding affinity with 134,281 pairs from IEDB. Regression. Given a peptide amino acid sequence and an MHC pseudo amino acid sequence, predict their binding affinity value. This is MHC class II binding data. (1) The peptide sequence is NRNNTFKPFAEYKSD. The MHC is HLA-DPA10201-DPB10101 with pseudo-sequence HLA-DPA10201-DPB10101. The binding affinity (normalized) is 0.277. (2) The peptide sequence is FFGQNTAAIAATEAQ. The MHC is HLA-DQA10102-DQB10602 with pseudo-sequence HLA-DQA10102-DQB10602. The binding affinity (normalized) is 0.823. (3) The peptide sequence is LQPETFAVVDLNKMR. The MHC is HLA-DQA10104-DQB10503 with pseudo-sequence HLA-DQA10104-DQB10503. The binding affinity (normalized) is 0.0697.